This data is from NCI-60 drug combinations with 297,098 pairs across 59 cell lines. The task is: Regression. Given two drug SMILES strings and cell line genomic features, predict the synergy score measuring deviation from expected non-interaction effect. (1) Drug 1: C1CCC(C1)C(CC#N)N2C=C(C=N2)C3=C4C=CNC4=NC=N3. Drug 2: CS(=O)(=O)CCNCC1=CC=C(O1)C2=CC3=C(C=C2)N=CN=C3NC4=CC(=C(C=C4)OCC5=CC(=CC=C5)F)Cl. Cell line: COLO 205. Synergy scores: CSS=-11.8, Synergy_ZIP=5.81, Synergy_Bliss=0.400, Synergy_Loewe=-13.3, Synergy_HSA=-9.27. (2) Drug 1: C1CN(CCN1C(=O)CCBr)C(=O)CCBr. Drug 2: N.N.Cl[Pt+2]Cl. Cell line: MCF7. Synergy scores: CSS=24.3, Synergy_ZIP=-9.79, Synergy_Bliss=0.352, Synergy_Loewe=-4.31, Synergy_HSA=1.47.